Dataset: Forward reaction prediction with 1.9M reactions from USPTO patents (1976-2016). Task: Predict the product of the given reaction. (1) Given the reactants [Si:1]([O:8][C@H:9]1[C:14](=CCCOCOC)[C@H:13]([O:22][Si](C(C)(C)C)(C)C)[CH2:12][C:11](=[O:30])[CH2:10]1)([C:4]([CH3:7])([CH3:6])[CH3:5])([CH3:3])[CH3:2].O[C:32]([OH:34])=O.N1C(C)=CC=C[C:36]=1[CH3:42].[O:43]([Si](C(C)(C)C)(C)C)S(C(F)(F)F)(=O)=O.[OH2:58], predict the reaction product. The product is: [C:36]([O:30][C@@:11]12[CH2:12][C@@H:13]([O:22][C:32]1=[O:34])[C:14](=[O:43])[C@H:9]([O:8][Si:1]([C:4]([CH3:5])([CH3:6])[CH3:7])([CH3:3])[CH3:2])[CH2:10]2)(=[O:58])[CH3:42]. (2) Given the reactants [F:1][C:2]([F:41])([F:40])[C:3]1[CH:4]=[C:5]([C:13]([CH3:39])([CH3:38])[C:14]([N:16]([C:18]2[CH:19]=[N:20][C:21]([NH:32][CH:33]([CH2:36][OH:37])[CH2:34][OH:35])=[CH:22][C:23]=2[C:24]2[CH:29]=[CH:28][C:27]([F:30])=[CH:26][C:25]=2[CH3:31])[CH3:17])=[O:15])[CH:6]=[C:7]([C:9]([F:12])([F:11])[F:10])[CH:8]=1.[CH2:42]=O.S([O-])([O-])(=O)=O.[Mg+2], predict the reaction product. The product is: [F:11][C:9]([F:12])([F:10])[C:7]1[CH:6]=[C:5]([C:13]([CH3:39])([CH3:38])[C:14]([N:16]([C:18]2[CH:19]=[N:20][C:21]([N:32]3[CH:33]([CH2:36][OH:37])[CH2:34][O:35][CH2:42]3)=[CH:22][C:23]=2[C:24]2[CH:29]=[CH:28][C:27]([F:30])=[CH:26][C:25]=2[CH3:31])[CH3:17])=[O:15])[CH:4]=[C:3]([C:2]([F:1])([F:40])[F:41])[CH:8]=1. (3) Given the reactants [CH2:1]([O:3][C:4]([N:6]1[CH:11]2[CH2:12][CH2:13][CH:7]1[CH2:8][CH:9]([N:14]1[CH2:19][CH2:18][C:17]3([C:28]4[C:23](=[CH:24][CH:25]=[CH:26][CH:27]=4)[CH2:22][N:21](C(OC(C)(C)C)=O)[CH2:20]3)[CH2:16][CH2:15]1)[CH2:10]2)=[O:5])[CH3:2].FC(F)(F)C(O)=O, predict the reaction product. The product is: [N:14]1([CH:9]2[CH2:10][CH:11]3[N:6]([C:4]([O:3][CH2:1][CH3:2])=[O:5])[CH:7]([CH2:13][CH2:12]3)[CH2:8]2)[CH2:19][CH2:18][C:17]2([C:28]3[C:23](=[CH:24][CH:25]=[CH:26][CH:27]=3)[CH2:22][NH:21][CH2:20]2)[CH2:16][CH2:15]1. (4) Given the reactants C(N(CC)CC)C.[CH3:8][S:9](Cl)(=[O:11])=[O:10].[CH2:13]([O:17][CH2:18][CH2:19][OH:20])[CH2:14][CH2:15][CH3:16], predict the reaction product. The product is: [CH2:13]([O:17][CH2:18][CH2:19][O:20][S:9]([CH3:8])(=[O:11])=[O:10])[CH2:14][CH2:15][CH3:16]. (5) The product is: [F:1][C:2]1[CH:19]=[CH:18][C:5]2[C:6]([CH3:17])=[C:7]([CH:9]([CH2:13][CH2:14][CH2:15][CH3:16])[CH2:10][CH2:11][O:12][C:21]3[CH:26]=[CH:25][C:24]([O:27][CH2:28][C:29]([O:31][CH2:32][CH3:33])=[O:30])=[C:23]([CH3:34])[CH:22]=3)[S:8][C:4]=2[CH:3]=1. Given the reactants [F:1][C:2]1[CH:19]=[CH:18][C:5]2[C:6]([CH3:17])=[C:7]([CH:9]([CH2:13][CH2:14][CH2:15][CH3:16])[CH2:10][CH2:11][OH:12])[S:8][C:4]=2[CH:3]=1.O[C:21]1[CH:26]=[CH:25][C:24]([O:27][CH2:28][C:29]([O:31][CH2:32][CH3:33])=[O:30])=[C:23]([CH3:34])[CH:22]=1.N(C(N1CCCCC1)=O)=NC(N1CCCCC1)=O.C(P(CCCC)CCCC)CCC, predict the reaction product. (6) Given the reactants [CH2:1]([NH:8][CH2:9][C:10]1[CH:15]=[CH:14][C:13]([N+:16]([O-:18])=[O:17])=[C:12]([O:19][CH3:20])[CH:11]=1)[C:2]1[CH:7]=[CH:6][CH:5]=[CH:4][CH:3]=1.[CH3:21][C:22]([O:25][C:26](O[C:26]([O:25][C:22]([CH3:24])([CH3:23])[CH3:21])=[O:27])=[O:27])([CH3:24])[CH3:23].C(=O)(O)[O-].[Na+], predict the reaction product. The product is: [C:22]([O:25][C:26](=[O:27])[N:8]([CH2:1][C:2]1[CH:7]=[CH:6][CH:5]=[CH:4][CH:3]=1)[CH2:9][C:10]1[CH:15]=[CH:14][C:13]([N+:16]([O-:18])=[O:17])=[C:12]([O:19][CH3:20])[CH:11]=1)([CH3:24])([CH3:23])[CH3:21]. (7) Given the reactants C(Cl)(=O)C(Cl)=O.[CH3:7][O:8][CH2:9][CH2:10][N:11]([CH2:24][CH2:25][O:26][CH3:27])[C:12]1[CH:20]=[CH:19][C:15]([C:16]([OH:18])=O)=[CH:14][C:13]=1[N+:21]([O-:23])=[O:22].[F:28][C:29]1[CH:30]=[CH:31][C:32]([O:39][CH3:40])=[C:33]([C:35](=[N:37]O)[NH2:36])[CH:34]=1.CCN(C(C)C)C(C)C, predict the reaction product. The product is: [F:28][C:29]1[CH:30]=[CH:31][C:32]([O:39][CH3:40])=[C:33]([C:35]2[N:36]=[C:16]([C:15]3[CH:19]=[CH:20][C:12]([N:11]([CH2:10][CH2:9][O:8][CH3:7])[CH2:24][CH2:25][O:26][CH3:27])=[C:13]([N+:21]([O-:23])=[O:22])[CH:14]=3)[O:18][N:37]=2)[CH:34]=1.